From a dataset of Full USPTO retrosynthesis dataset with 1.9M reactions from patents (1976-2016). Predict the reactants needed to synthesize the given product. (1) Given the product [OH:1][C:2]1[CH:9]=[CH:8][C:7]([S:10]([CH3:13])(=[O:12])=[O:11])=[CH:6][C:3]=1/[CH:4]=[C:20]1/[C:18](=[O:19])[N:17]=[C:15]([N:21]2[CH2:25][CH2:24][CH2:23][CH2:22]2)[S:14]/1, predict the reactants needed to synthesize it. The reactants are: [OH:1][C:2]1[CH:9]=[CH:8][C:7]([S:10]([CH3:13])(=[O:12])=[O:11])=[CH:6][C:3]=1[CH:4]=O.[S:14]1[CH2:20][C:18](=[O:19])[NH:17][C:15]1=S.[NH:21]1[CH2:25][CH2:24][CH2:23][CH2:22]1. (2) Given the product [CH3:12][O:13][C:14]1[CH:15]=[C:16]([O:20][C:21]2[CH:22]=[C:23]([CH2:24][NH:25][C:4](=[O:6])[C:3]3[CH:7]=[CH:8][C:9]([F:11])=[N:10][C:2]=3[NH2:1])[CH:26]=[CH:27][CH:28]=2)[CH:17]=[CH:18][CH:19]=1, predict the reactants needed to synthesize it. The reactants are: [NH2:1][C:2]1[N:10]=[C:9]([F:11])[CH:8]=[CH:7][C:3]=1[C:4]([OH:6])=O.[CH3:12][O:13][C:14]1[CH:15]=[C:16]([O:20][C:21]2[CH:22]=[C:23]([CH:26]=[CH:27][CH:28]=2)[CH2:24][NH2:25])[CH:17]=[CH:18][CH:19]=1.CN([P+](ON1N=NC2C=CC=CC1=2)(N(C)C)N(C)C)C.F[P-](F)(F)(F)(F)F.C(=O)(O)[O-].[Na+].